This data is from Catalyst prediction with 721,799 reactions and 888 catalyst types from USPTO. The task is: Predict which catalyst facilitates the given reaction. (1) Reactant: [CH3:1][C:2]1[N:7]=[CH:6][C:5]([CH:8]([CH2:13][CH2:14][CH2:15][CH2:16][CH2:17][CH2:18][CH2:19][NH:20][C:21]2[N:26]=[CH:25][CH:24]=[CH:23][N:22]=2)[CH2:9][C:10]([OH:12])=[O:11])=[CH:4][N:3]=1.[H][H]. Product: [CH3:1][C:2]1[N:3]=[CH:4][C:5]([CH:8]([CH2:13][CH2:14][CH2:15][CH2:16][CH2:17][CH2:18][CH2:19][NH:20][C:21]2[NH:26][CH2:25][CH2:24][CH2:23][N:22]=2)[CH2:9][C:10]([OH:12])=[O:11])=[CH:6][N:7]=1. The catalyst class is: 29. (2) Reactant: [NH2:1][C:2]1[C:3]([F:14])=[C:4]2[C:8](=[CH:9][CH:10]=1)[N:7]([C:11](=[O:13])[CH3:12])[CH2:6][CH2:5]2.Cl[C:16]1[C:25]2[C:20](=[CH:21][C:22]([O:28][CH3:29])=[C:23]([O:26][CH3:27])[CH:24]=2)[N:19]=[CH:18][N:17]=1.O.C(Cl)Cl. Product: [NH4+:1].[OH-:13].[CH3:27][O:26][C:23]1[CH:24]=[C:25]2[C:20](=[CH:21][C:22]=1[O:28][CH3:29])[N:19]=[CH:18][N:17]=[C:16]2[NH:1][C:2]1[C:3]([F:14])=[C:4]2[C:8](=[CH:9][CH:10]=1)[N:7]([C:11](=[O:13])[CH3:12])[CH2:6][CH2:5]2. The catalyst class is: 41. (3) Reactant: [H-].[Na+:2].C[O:4][C:5]([C:7]1[S:8][C:9]([C:29]#[C:30][C:31]([CH3:34])([CH3:33])[CH3:32])=[CH:10][C:11]=1[N:12]([CH:22]1[CH2:27][CH2:26][CH:25]([OH:28])[CH2:24][CH2:23]1)[C:13]([CH:15]1[CH2:20][CH2:19][CH:18]([CH3:21])[CH2:17][CH2:16]1)=[O:14])=[O:6].Cl[C:36]1[CH:37]=[CH:38][C:39]2[N:40]([CH:42]=[CH:43][N:44]=2)[N:41]=1.[OH-].[Na+]. Product: [CH3:33][C:31]([CH3:34])([CH3:32])[C:30]#[C:29][C:9]1[S:8][C:7]([C:5]([O-:4])=[O:6])=[C:11]([N:12]([CH:22]2[CH2:27][CH2:26][CH:25]([O:28][C:36]3[CH:37]=[CH:38][C:39]4[N:40]([CH:42]=[CH:43][N:44]=4)[N:41]=3)[CH2:24][CH2:23]2)[C:13]([CH:15]2[CH2:20][CH2:19][CH:18]([CH3:21])[CH2:17][CH2:16]2)=[O:14])[CH:10]=1.[Na+:2]. The catalyst class is: 1. (4) Reactant: [O:1]1[C:6]2[CH:7]=[CH:8][C:9]([CH2:11][N:12]([CH:20]3[CH2:25][CH2:24][N:23]([CH2:26][CH2:27][N:28]4[C:37]5[C:32](=[C:33]([OH:38])[CH:34]=[CH:35][CH:36]=5)[CH:31]=[CH:30][C:29]4=[O:39])[CH2:22][CH2:21]3)[C:13](=[O:19])[O:14][C:15]([CH3:18])([CH3:17])[CH3:16])=[CH:10][C:5]=2[O:4][CH2:3][CH2:2]1.C(=O)([O-])[O-].[K+].[K+].Br[CH2:47][C:48]([O:50][CH2:51][CH3:52])=[O:49].Cl. Product: [C:15]([O:14][C:13]([N:12]([CH2:11][C:9]1[CH:8]=[CH:7][C:6]2[O:1][CH2:2][CH2:3][O:4][C:5]=2[CH:10]=1)[CH:20]1[CH2:25][CH2:24][N:23]([CH2:26][CH2:27][N:28]2[C:37]3[C:32](=[C:33]([O:38][CH2:47][C:48]([O:50][CH2:51][CH3:52])=[O:49])[CH:34]=[CH:35][CH:36]=3)[CH:31]=[CH:30][C:29]2=[O:39])[CH2:22][CH2:21]1)=[O:19])([CH3:18])([CH3:17])[CH3:16]. The catalyst class is: 145. (5) Reactant: [CH3:1][O:2][C:3]1[CH:4]=[C:5]2[C:10](=[CH:11][C:12]=1[O:13][CH3:14])[N:9]=[CH:8][CH:7]=[C:6]2[O:15][C:16]1[CH:22]=[CH:21][C:19]([NH2:20])=[C:18]([CH3:23])[C:17]=1[CH3:24].ClC(Cl)(O[C:29](=[O:35])[O:30][C:31](Cl)(Cl)Cl)Cl.[O:37]1[CH2:42][CH2:41][N:40]([CH2:43]CO)[CH2:39][CH2:38]1.C(=O)(O)[O-].[Na+]. Product: [CH3:1][O:2][C:3]1[CH:4]=[C:5]2[C:10](=[CH:11][C:12]=1[O:13][CH3:14])[N:9]=[CH:8][CH:7]=[C:6]2[O:15][C:16]1[CH:22]=[CH:21][C:19]([NH:20][C:29](=[O:35])[O:30][CH2:31][CH2:43][N:40]2[CH2:41][CH2:42][O:37][CH2:38][CH2:39]2)=[C:18]([CH3:23])[C:17]=1[CH3:24]. The catalyst class is: 208. (6) The catalyst class is: 549. Product: [Br:1][C:2]1[CH:3]=[C:4]2[C:8](=[CH:9][CH:10]=1)[N:7]([CH2:12][CH2:13][CH2:14][Cl:15])[N:6]=[CH:5]2. Reactant: [Br:1][C:2]1[CH:3]=[C:4]2[C:8](=[CH:9][CH:10]=1)[NH:7][N:6]=[CH:5]2.Br[CH2:12][CH2:13][CH2:14][Cl:15].C([O-])([O-])=O.[K+].[K+]. (7) Reactant: [Br:1][C:2]1[CH:3]=[C:4]([C:9]2[CH:18]=[C:17]3[C:12]([N:13]=[CH:14][CH:15]=[N:16]3)=[C:11]([C:19]([NH:21][CH2:22][C:23]([O:25]CC)=[O:24])=[O:20])[C:10]=2[OH:28])[CH:5]=[C:6]([F:8])[CH:7]=1.[OH-].[Na+]. Product: [Br:1][C:2]1[CH:3]=[C:4]([C:9]2[CH:18]=[C:17]3[C:12]([N:13]=[CH:14][CH:15]=[N:16]3)=[C:11]([C:19]([NH:21][CH2:22][C:23]([OH:25])=[O:24])=[O:20])[C:10]=2[OH:28])[CH:5]=[C:6]([F:8])[CH:7]=1. The catalyst class is: 8. (8) Reactant: [C:1]1([C:7]#[C:8][C:9]2[CH:14]=[CH:13][N:12]=[CH:11][CH:10]=2)[CH:6]=[CH:5][CH:4]=[CH:3][CH:2]=1.II.[OH2:17].C([O-])([O-])=[O:19].[Na+].[Na+]. Product: [C:1]1([C:7](=[O:19])[C:8]([C:9]2[CH:10]=[CH:11][N:12]=[CH:13][CH:14]=2)=[O:17])[CH:2]=[CH:3][CH:4]=[CH:5][CH:6]=1. The catalyst class is: 16.